This data is from Forward reaction prediction with 1.9M reactions from USPTO patents (1976-2016). The task is: Predict the product of the given reaction. (1) Given the reactants C1(P(C2C=CC=CC=2)C2C=CC=CC=2)C=CC=CC=1.[C:20]([N:28]1[C:33](=[O:34])[CH:32]=[CH:31][NH:30][C:29]1=[O:35])(=[O:27])[C:21]1[CH:26]=[CH:25][CH:24]=[CH:23][CH:22]=1.[C:36]([O:55][CH2:56]/[CH:57]=[CH:58]/[CH2:59]O)([C:49]1[CH:54]=[CH:53][CH:52]=[CH:51][CH:50]=1)([C:43]1[CH:48]=[CH:47][CH:46]=[CH:45][CH:44]=1)[C:37]1[CH:42]=[CH:41][CH:40]=[CH:39][CH:38]=1.CC(OC(/N=N/C(OC(C)C)=O)=O)C, predict the reaction product. The product is: [C:20]([N:28]1[C:33](=[O:34])[CH:32]=[CH:31][N:30]([CH2:59]/[CH:58]=[CH:57]/[CH2:56][O:55][C:36]([C:49]2[CH:54]=[CH:53][CH:52]=[CH:51][CH:50]=2)([C:37]2[CH:38]=[CH:39][CH:40]=[CH:41][CH:42]=2)[C:43]2[CH:48]=[CH:47][CH:46]=[CH:45][CH:44]=2)[C:29]1=[O:35])(=[O:27])[C:21]1[CH:22]=[CH:23][CH:24]=[CH:25][CH:26]=1. (2) Given the reactants CS(O[CH2:6][C@@H:7]1[C@@H:14]2[C@@H:10]([O:11][C:12]([CH3:16])([CH3:15])[O:13]2)[C@H:9]([N:17]2[CH:25]=[N:24][C:23]3[C:18]2=[N:19][CH:20]=[N:21][CH:22]=3)[O:8]1)(=O)=O.[N-:26]=[N+:27]=[N-:28].[Na+], predict the reaction product. The product is: [N:26]([CH2:6][C@@H:7]1[C@H:14]2[O:13][C:12]([CH3:15])([CH3:16])[O:11][C@H:10]2[C@H:9]([N:17]2[CH:25]=[N:24][C:23]3[C:18]2=[N:19][CH:20]=[N:21][CH:22]=3)[O:8]1)=[N+:27]=[N-:28]. (3) The product is: [O:1]1[CH2:2][CH2:3][N:4]([C:7](=[O:26])[CH2:8][C@@H:9]([NH2:18])[CH2:10][CH2:11][C:12]2[CH:17]=[CH:16][CH:15]=[CH:14][CH:13]=2)[CH2:5][CH2:6]1. Given the reactants [O:1]1[CH2:6][CH2:5][N:4]([C:7](=[O:26])[CH2:8][C@@H:9]([NH:18]C(=O)OC(C)(C)C)[CH2:10][CH2:11][C:12]2[CH:17]=[CH:16][CH:15]=[CH:14][CH:13]=2)[CH2:3][CH2:2]1.C(O)(C(F)(F)F)=O.C(=O)(O)[O-].[Na+].C(=O)([O-])[O-].[K+].[K+].[Cl-].[Na+], predict the reaction product. (4) Given the reactants Cl.[C:2]([O:5][C@H:6]1[C@H:11]([NH2:12])[C@@H:10]([O:13][C:14](=[O:16])[CH3:15])[C@H:9]([O:17][C:18](=[O:20])[CH3:19])[C@@H:8]([CH2:21][O:22][C:23](=[O:25])[CH3:24])[O:7]1)(=[O:4])[CH3:3].Cl.CN(C)CCCN=C=NCC.[C:38]1([CH2:44][C:45](O)=[O:46])[CH:43]=[CH:42][CH:41]=[CH:40][CH:39]=1, predict the reaction product. The product is: [C:2]([O:5][C@H:6]1[C@H:11]([NH:12][C:45](=[O:46])[CH2:44][C:38]2[CH:43]=[CH:42][CH:41]=[CH:40][CH:39]=2)[C@@H:10]([O:13][C:14](=[O:16])[CH3:15])[C@H:9]([O:17][C:18](=[O:20])[CH3:19])[C@@H:8]([CH2:21][O:22][C:23](=[O:25])[CH3:24])[O:7]1)(=[O:4])[CH3:3]. (5) Given the reactants Cl[C:2]1[N:7]=[C:6]([NH:8][C@@H:9]2[CH2:17][C@H:16]3[N:12]([CH2:13][CH2:14][CH2:15]3)[C:11]([CH3:19])([CH3:18])[CH2:10]2)[C:5]([F:20])=[CH:4][N:3]=1.C1(C)C=CC(S(O)(=O)=O)=CC=1.[NH2:32][C:33]1[C:34]([F:47])=[CH:35][C:36]([Br:46])=[C:37]([N:39]2[C:43](=[O:44])[N:42]([CH3:45])[N:41]=[N:40]2)[CH:38]=1.C(=O)(O)[O-].[Na+], predict the reaction product. The product is: [CH3:18][C:11]1([CH3:19])[CH2:10][C@H:9]([NH:8][C:6]2[C:5]([F:20])=[CH:4][N:3]=[C:2]([NH:32][C:33]3[C:34]([F:47])=[CH:35][C:36]([Br:46])=[C:37]([N:39]4[C:43](=[O:44])[N:42]([CH3:45])[N:41]=[N:40]4)[CH:38]=3)[N:7]=2)[CH2:17][C@H:16]2[N:12]1[CH2:13][CH2:14][CH2:15]2.